From a dataset of Forward reaction prediction with 1.9M reactions from USPTO patents (1976-2016). Predict the product of the given reaction. (1) Given the reactants [Cl:1][C:2]1[CH:3]=[C:4](C(O)=O)[C:5]2[O:10][CH2:9][CH2:8][O:7][C:6]=2[CH:11]=1.[N-:15]=[N+]=[N-].[Na+].[F:19][C:20]([F:25])([F:24])[C:21](O)=[O:22], predict the reaction product. The product is: [Cl:1][C:2]1[CH:3]=[C:4]([NH:15][C:21](=[O:22])[C:20]([F:25])([F:24])[F:19])[C:5]2[O:10][CH2:9][CH2:8][O:7][C:6]=2[CH:11]=1. (2) Given the reactants [Cl:1][C:2]1[CH:7]=[CH:6][C:5]([Cl:8])=[CH:4][C:3]=1I.[C:10]([Si](C)(C)C)#[CH:11].CCCC[N+](CCCC)(CCCC)CCCC.[F-], predict the reaction product. The product is: [Cl:1][C:2]1[CH:7]=[CH:6][C:5]([Cl:8])=[CH:4][C:3]=1[C:10]#[CH:11]. (3) Given the reactants [Cl:1][C:2]1[CH:3]=[N:4][C:5]2[C:10]([CH:11]=1)=[CH:9][C:8]([CH2:12]O)=[CH:7][CH:6]=2.O=S(Cl)[Cl:16], predict the reaction product. The product is: [Cl:1][C:2]1[CH:3]=[N:4][C:5]2[C:10]([CH:11]=1)=[CH:9][C:8]([CH2:12][Cl:16])=[CH:7][CH:6]=2.